This data is from Reaction yield outcomes from USPTO patents with 853,638 reactions. The task is: Predict the reaction yield, written as a fraction of the theoretical maximum amount of product (1.0 means a 100% yield; for example, 0.34 means a 34% yield). (1) The product is [Cl:1][C:18]1[C:19]2[C:20](=[N:21][CH:22]=[CH:23][CH:24]=2)[N:16]([C:12]2[CH:13]=[CH:14][CH:15]=[C:10]([F:9])[CH:11]=2)[C:17]=1[CH:25]([NH:27][C:28](=[O:34])[O:29][C:30]([CH3:33])([CH3:32])[CH3:31])[CH3:26]. The catalyst is CN(C=O)C.O. The reactants are [Cl:1]N1C(=O)CCC1=O.[F:9][C:10]1[CH:11]=[C:12]([N:16]2[C:20]3=[N:21][CH:22]=[CH:23][CH:24]=[C:19]3[CH:18]=[C:17]2[CH:25]([NH:27][C:28](=[O:34])[O:29][C:30]([CH3:33])([CH3:32])[CH3:31])[CH3:26])[CH:13]=[CH:14][CH:15]=1. The yield is 0.400. (2) The reactants are [F:1][C:2]1[CH:20]=[CH:19][C:5]([CH2:6][NH:7][C@H:8]2[C@@H:13]3[CH2:14][C@@H:10]([CH2:11][CH2:12]3)[C@H:9]2[C:15](OC)=[O:16])=[CH:4][CH:3]=1.[CH3:21][S:22]([NH:25][C:26]1[CH:41]=[CH:40][C:29]2[NH:30][C:31]([CH2:36][C:37](O)=[O:38])=[N:32][S:33](=[O:35])(=[O:34])[C:28]=2[CH:27]=1)(=[O:24])=[O:23].CN1CCOCC1.Cl.CN(C)CCCN=C=NCC.C(N(CC)CC)C. The catalyst is CN(C)C=O.C(OCC)(=O)C.CO. The product is [F:1][C:2]1[CH:3]=[CH:4][C:5]([CH2:6][N:7]2[C:37](=[O:38])[C:36]([C:31]3[NH:30][C:29]4[CH:40]=[CH:41][C:26]([NH:25][S:22]([CH3:21])(=[O:24])=[O:23])=[CH:27][C:28]=4[S:33](=[O:35])(=[O:34])[N:32]=3)=[C:15]([OH:16])[C@H:9]3[C@@H:8]2[C@@H:13]2[CH2:14][C@H:10]3[CH2:11][CH2:12]2)=[CH:19][CH:20]=1. The yield is 0.480. (3) The reactants are [F:1][C:2]1[CH:10]=[CH:9][CH:8]=[C:7]([I:11])[C:3]=1[C:4]([OH:6])=[O:5].O[Li].O.S(OC)(O[CH3:19])(=O)=O.[NH4+].[Cl-]. The catalyst is C1COCC1. The product is [CH3:19][O:5][C:4](=[O:6])[C:3]1[C:7]([I:11])=[CH:8][CH:9]=[CH:10][C:2]=1[F:1]. The yield is 0.990. (4) The yield is 0.550. The reactants are [C:1]([C:4]1[CH:11]=[CH:10][C:7]([CH:8]=[O:9])=[CH:6][CH:5]=1)([OH:3])=O.CC(C)N=C=NC(C)C.O[NH:22][C:23](=[NH:35])[CH2:24][CH2:25][CH2:26][CH2:27][CH2:28][CH2:29][CH2:30][CH2:31][CH2:32][CH2:33][CH3:34]. The catalyst is C(Cl)Cl. The product is [CH2:24]([C:23]1[N:22]=[C:1]([C:4]2[CH:11]=[CH:10][C:7]([CH:8]=[O:9])=[CH:6][CH:5]=2)[O:3][N:35]=1)[CH2:25][CH2:26][CH2:27][CH2:28][CH2:29][CH2:30][CH2:31][CH2:32][CH2:33][CH3:34]. (5) The reactants are C([O:3][C:4](=[O:41])[CH2:5][CH2:6][CH2:7][O:8][C:9]1[CH:14]=[CH:13][CH:12]=[C:11]([CH2:15][CH2:16][CH2:17][CH2:18][CH2:19][CH2:20][O:21][C:22]2[CH:27]=[C:26]([C:28](=[O:32])[N:29]([CH3:31])[CH3:30])[CH:25]=[C:24](Br)[CH:23]=2)[C:10]=1[CH2:34][CH2:35][C:36]([O:38]CC)=[O:37])C.[Cl:42][C:43]1[CH:48]=[CH:47][C:46](B(O)O)=[CH:45][C:44]=1[F:52]. No catalyst specified. The product is [C:36]([CH2:35][CH2:34][C:10]1[C:11]([CH2:15][CH2:16][CH2:17][CH2:18][CH2:19][CH2:20][O:21][C:22]2[CH:23]=[C:24]([C:46]3[CH:47]=[CH:48][C:43]([Cl:42])=[C:44]([F:52])[CH:45]=3)[CH:25]=[C:26]([C:28](=[O:32])[N:29]([CH3:30])[CH3:31])[CH:27]=2)=[CH:12][CH:13]=[CH:14][C:9]=1[O:8][CH2:7][CH2:6][CH2:5][C:4]([OH:41])=[O:3])([OH:38])=[O:37]. The yield is 0.400. (6) The reactants are [NH2:1][C:2]1[CH:7]=[CH:6][CH:5]=[CH:4][C:3]=1[NH:8][C:9](=[O:27])[C:10]1[CH:15]=[CH:14][C:13]([CH:16]=[C:17]2[CH2:25][C:24]3[C:19](=[CH:20][CH:21]=[CH:22][CH:23]=3)[C:18]2=[O:26])=[CH:12][CH:11]=1.[BH4-].[Na+]. The catalyst is CO.O. The product is [NH2:1][C:2]1[CH:7]=[CH:6][CH:5]=[CH:4][C:3]=1[NH:8][C:9](=[O:27])[C:10]1[CH:15]=[CH:14][C:13]([CH2:16][CH:17]2[CH2:25][C:24]3[C:19](=[CH:20][CH:21]=[CH:22][CH:23]=3)[CH:18]2[OH:26])=[CH:12][CH:11]=1. The yield is 0.740.